This data is from Full USPTO retrosynthesis dataset with 1.9M reactions from patents (1976-2016). The task is: Predict the reactants needed to synthesize the given product. Given the product [Br:14][C:12]1[CH:11]=[CH:10][C:9]([F:15])=[C:8]([C@:2]([NH:1][C:23](=[O:24])[CH2:22][Cl:21])([CH3:7])[C:3]([OH:5])([CH3:4])[CH3:6])[CH:13]=1, predict the reactants needed to synthesize it. The reactants are: [NH2:1][C@@:2]([C:8]1[CH:13]=[C:12]([Br:14])[CH:11]=[CH:10][C:9]=1[F:15])([CH3:7])[C:3]([CH3:6])([OH:5])[CH3:4].C(=O)([O-])O.[Na+].[Cl:21][CH2:22][C:23](Cl)=[O:24].